Dataset: Full USPTO retrosynthesis dataset with 1.9M reactions from patents (1976-2016). Task: Predict the reactants needed to synthesize the given product. Given the product [OH:15][CH2:16][CH2:17][CH2:18][O:19][C:20]1[CH:21]=[C:22]([CH:23]=[CH:2][C:1]([C:4]2[C:13](=[O:14])[C:12]3[C:7](=[CH:8][CH:9]=[CH:10][CH:11]=3)[O:6][CH:5]=2)=[O:3])[CH:25]=[CH:26][CH:27]=1, predict the reactants needed to synthesize it. The reactants are: [C:1]([C:4]1[C:13](=[O:14])[C:12]2[C:7](=[CH:8][CH:9]=[CH:10][CH:11]=2)[O:6][CH:5]=1)(=[O:3])[CH3:2].[OH:15][CH2:16][CH2:17][CH2:18][O:19][C:20]1[CH:21]=[C:22]([CH:25]=[CH:26][CH:27]=1)[CH:23]=O.N1CCCCC1.O.